This data is from Forward reaction prediction with 1.9M reactions from USPTO patents (1976-2016). The task is: Predict the product of the given reaction. (1) Given the reactants [Br:1][C:2]1[CH:3]=[C:4]([CH:17]=[CH:18][CH:19]=1)[O:5][N:6]1C(=O)C2C(=CC=CC=2)C1=O.O.NN.C(Cl)(Cl)[Cl:24], predict the reaction product. The product is: [ClH:24].[Br:1][C:2]1[CH:3]=[C:4]([O:5][NH2:6])[CH:17]=[CH:18][CH:19]=1. (2) Given the reactants [F:1][C:2]1[CH:3]=[CH:4][C:5]([C:8]#[N:9])=[N:6][CH:7]=1.[N-:10]=[N+:11]=[N-:12].[Na+].Cl, predict the reaction product. The product is: [F:1][C:2]1[CH:3]=[CH:4][C:5]([C:8]2[N:10]=[N:11][NH:12][N:9]=2)=[N:6][CH:7]=1.